This data is from Peptide-MHC class II binding affinity with 134,281 pairs from IEDB. The task is: Regression. Given a peptide amino acid sequence and an MHC pseudo amino acid sequence, predict their binding affinity value. This is MHC class II binding data. (1) The peptide sequence is TMAGCGYLMFLGGVK. The MHC is HLA-DQA10303-DQB10402 with pseudo-sequence HLA-DQA10303-DQB10402. The binding affinity (normalized) is 0. (2) The peptide sequence is IMGHVYLQASTGYGL. The MHC is DRB1_0405 with pseudo-sequence DRB1_0405. The binding affinity (normalized) is 0.816. (3) The peptide sequence is MYYVSGARSNVTFTVK. The MHC is DRB5_0101 with pseudo-sequence DRB5_0101. The binding affinity (normalized) is 0.714. (4) The peptide sequence is NLDVYDWSIPDDLLA. The MHC is DRB1_0401 with pseudo-sequence DRB1_0401. The binding affinity (normalized) is 0.179.